Dataset: Full USPTO retrosynthesis dataset with 1.9M reactions from patents (1976-2016). Task: Predict the reactants needed to synthesize the given product. (1) Given the product [CH3:29][C:27]1[CH:26]=[CH:25][C:15]([C:16]([NH:18][C:19]2[CH:24]=[CH:23][CH:22]=[CH:21][CH:20]=2)=[O:17])=[C:14]([NH:13][C:2]2[C:3]3[C:8](=[N:7][C:6]([CH3:12])=[CH:5][CH:4]=3)[N:9]=[CH:10][CH:11]=2)[CH:28]=1, predict the reactants needed to synthesize it. The reactants are: Cl[C:2]1[CH:11]=[CH:10][N:9]=[C:8]2[C:3]=1[CH:4]=[CH:5][C:6]([CH3:12])=[N:7]2.[NH2:13][C:14]1[CH:28]=[C:27]([CH3:29])[CH:26]=[CH:25][C:15]=1[C:16]([NH:18][C:19]1[CH:24]=[CH:23][CH:22]=[CH:21][CH:20]=1)=[O:17]. (2) Given the product [Br:1][C:2]1[CH:3]=[CH:4][C:5]([CH:8]([C:13]2[CH:18]=[CH:17][CH:16]=[CH:15][C:14]=2[C:19]([F:20])([F:21])[F:22])[CH2:9][C:10]([N:25]([O:26][CH3:27])[CH3:24])=[O:11])=[CH:6][CH:7]=1, predict the reactants needed to synthesize it. The reactants are: [Br:1][C:2]1[CH:7]=[CH:6][C:5]([CH:8]([C:13]2[CH:18]=[CH:17][CH:16]=[CH:15][C:14]=2[C:19]([F:22])([F:21])[F:20])[CH2:9][C:10](O)=[O:11])=[CH:4][CH:3]=1.Cl.[CH3:24][NH:25][O:26][CH3:27].